This data is from Full USPTO retrosynthesis dataset with 1.9M reactions from patents (1976-2016). The task is: Predict the reactants needed to synthesize the given product. (1) Given the product [NH:13]([C:6]1[C:7]2[C:12](=[CH:11][CH:10]=[CH:9][CH:8]=2)[C:3]([OH:2])=[CH:4][CH:5]=1)[C:14]1[CH:15]=[CH:16][CH:17]=[CH:18][CH:19]=1, predict the reactants needed to synthesize it. The reactants are: C[O:2][C:3]1[C:12]2[C:7](=[CH:8][CH:9]=[CH:10][CH:11]=2)[C:6]([NH:13][C:14]2[CH:19]=[CH:18][CH:17]=[CH:16][CH:15]=2)=[CH:5][CH:4]=1.B(Br)(Br)Br.O. (2) Given the product [Br:2][C:3]1[CH:15]=[CH:14][CH:13]=[CH:12][C:4]=1[CH2:5][C@H:6]([C:8]([O:10][CH3:11])=[O:9])[NH:7][C:22]([O:24][CH3:25])=[O:23], predict the reactants needed to synthesize it. The reactants are: Cl.[Br:2][C:3]1[CH:15]=[CH:14][CH:13]=[CH:12][C:4]=1[CH2:5][C@H:6]([C:8]([O:10][CH3:11])=[O:9])[NH2:7].C(=O)(O)[O-].[Na+].Cl[C:22]([O:24][CH3:25])=[O:23]. (3) Given the product [Cl:1][C:2]1[CH:7]=[CH:6][C:5]([C@@:8]23[O:9][C@@:10]([CH2:19][OH:20])([CH2:17][O:18]2)[C@@H:11]([OH:16])[C@H:12]([OH:15])[C@H:13]3[OH:14])=[CH:4][C:3]=1[CH2:23][O:24][C:25]1[CH:26]=[CH:27][CH:28]=[CH:29][CH:30]=1, predict the reactants needed to synthesize it. The reactants are: [Cl:1][C:2]1[CH:7]=[CH:6][C:5]([C@@:8]2(OC)[C@H:13]([OH:14])[C@@H:12]([OH:15])[C@H:11]([OH:16])[C:10]([CH2:19][OH:20])([CH2:17][OH:18])[O:9]2)=[CH:4][C:3]=1[CH2:23][O:24][C:25]1[CH:30]=[CH:29][CH:28]=[CH:27][CH:26]=1.C(O)(C(F)(F)F)=O.